Dataset: Reaction yield outcomes from USPTO patents with 853,638 reactions. Task: Predict the reaction yield, written as a fraction of the theoretical maximum amount of product (1.0 means a 100% yield; for example, 0.34 means a 34% yield). (1) The reactants are [Cl:1][C:2]1[CH:15]=[C:14]([C:16]2[CH2:21][CH2:20][C:19](=[O:22])[NH:18][N:17]=2)[CH:13]=[CH:12][C:3]=1[O:4][CH2:5][CH2:6][CH2:7][O:8]C(=O)C.O.[OH-].[Li+].Cl. The catalyst is O1CCOCC1. The product is [Cl:1][C:2]1[CH:15]=[C:14]([C:16]2[CH2:21][CH2:20][C:19](=[O:22])[NH:18][N:17]=2)[CH:13]=[CH:12][C:3]=1[O:4][CH2:5][CH2:6][CH2:7][OH:8]. The yield is 0.900. (2) The reactants are CCN(C(C)C)C(C)C.Cl[C:11]1[CH:12]=[CH:13][C:14]2[N:15]([C:17]([C:20]([F:23])([F:22])[F:21])=[N:18][N:19]=2)[N:16]=1.Cl.[NH:25]1[CH2:30][CH2:29][CH:28]([C:31]2[CH:36]=[CH:35][C:34]([OH:37])=[CH:33][CH:32]=2)[CH2:27][CH2:26]1. The catalyst is CN(C=O)C. The product is [F:21][C:20]([F:23])([F:22])[C:17]1[N:15]2[N:16]=[C:11]([N:25]3[CH2:30][CH2:29][CH:28]([C:31]4[CH:32]=[CH:33][C:34]([OH:37])=[CH:35][CH:36]=4)[CH2:27][CH2:26]3)[CH:12]=[CH:13][C:14]2=[N:19][N:18]=1. The yield is 0.920. (3) The reactants are [NH2:1][C:2]1[C:3]([C:19]#[N:20])=[C:4]([CH:16]=[CH:17][CH:18]=1)[O:5][CH2:6][C:7]([NH:10][C:11](=[O:15])[CH2:12][CH2:13][CH3:14])([CH3:9])[CH3:8].[S:21](Cl)(=[O:24])(=[O:23])[NH2:22]. No catalyst specified. The product is [S:21]([NH:1][C:2]1[C:3]([C:19]#[N:20])=[C:4]([CH:16]=[CH:17][CH:18]=1)[O:5][CH2:6][C:7]([NH:10][C:11](=[O:15])[CH2:12][CH2:13][CH3:14])([CH3:9])[CH3:8])(=[O:24])(=[O:23])[NH2:22]. The yield is 1.00. (4) The reactants are [CH3:1][O:2][C:3](=[O:20])[C:4]1[CH:9]=[C:8]([CH:10]=C)[C:7]([C:12]([F:15])([F:14])[F:13])=[CH:6][C:5]=1[NH:16][C:17](=[O:19])[CH3:18].[O:21]=[O+][O-].O=O.CSC.C1(P(C2C=CC=CC=2)C2C=CC=CC=2)C=CC=CC=1. The catalyst is C(Cl)Cl. The product is [CH3:1][O:2][C:3](=[O:20])[C:4]1[CH:9]=[C:8]([CH:10]=[O:21])[C:7]([C:12]([F:15])([F:14])[F:13])=[CH:6][C:5]=1[NH:16][C:17](=[O:19])[CH3:18]. The yield is 0.830. (5) The reactants are [N+:1]([C:4]1[CH:10]=[CH:9][CH:8]=[C:7]([N+:11]([O-:13])=[O:12])[C:5]=1[NH2:6])([O-:3])=[O:2].[Br:14]Br.O. The catalyst is C(O)(=O)C. The product is [Br:14][C:9]1[CH:10]=[C:4]([N+:1]([O-:3])=[O:2])[C:5]([NH2:6])=[C:7]([N+:11]([O-:13])=[O:12])[CH:8]=1. The yield is 0.950. (6) The reactants are [Cl:1][C:2]1[C:3]([CH3:18])=[C:4]([NH:10][C@H:11]([C@H:15]([OH:17])[CH3:16])[C:12]([OH:14])=O)[CH:5]=[CH:6][C:7]=1[C:8]#[N:9].[C:19]([C:21]1[CH:30]=[CH:29][C:24]([C:25]([NH:27][NH2:28])=[O:26])=[CH:23][CH:22]=1)#[N:20]. No catalyst specified. The product is [Cl:1][C:2]1[C:3]([CH3:18])=[C:4]([NH:10][C@H:11]([C@H:15]([OH:17])[CH3:16])[C:12]([NH:28][NH:27][C:25](=[O:26])[C:24]2[CH:23]=[CH:22][C:21]([C:19]#[N:20])=[CH:30][CH:29]=2)=[O:14])[CH:5]=[CH:6][C:7]=1[C:8]#[N:9]. The yield is 0.500. (7) The reactants are [Si:1]([O:8][C@H:9]([CH2:24][O:25][Si:26]([C:29]([CH3:32])([CH3:31])[CH3:30])([CH3:28])[CH3:27])[C@@H:10]([NH:16][C:17](=[O:23])[O:18][C:19]([CH3:22])([CH3:21])[CH3:20])[C:11]1SC=CN=1)([C:4]([CH3:7])([CH3:6])[CH3:5])([CH3:3])[CH3:2].FC(S(OC)(=O)=[O:38])(F)F.[BH4-].[Na+].O. The catalyst is CC#N.[Hg](Cl)Cl. The product is [Si:1]([O:8][C@H:9]([CH2:24][O:25][Si:26]([C:29]([CH3:31])([CH3:30])[CH3:32])([CH3:27])[CH3:28])[C@@H:10]([NH:16][C:17](=[O:23])[O:18][C:19]([CH3:22])([CH3:20])[CH3:21])[CH2:11][OH:38])([C:4]([CH3:7])([CH3:5])[CH3:6])([CH3:2])[CH3:3]. The yield is 0.969. (8) The product is [BrH:1].[Br:1][CH2:13][C:12]([C:10]1[CH:9]=[CH:8][N:7]=[C:6]([N+:3]([O-:5])=[O:4])[CH:11]=1)=[O:14]. The catalyst is Br.CC(O)=O.CCOCC. The reactants are [Br:1]Br.[N+:3]([C:6]1[CH:11]=[C:10]([C:12](=[O:14])[CH3:13])[CH:9]=[CH:8][N:7]=1)([O-:5])=[O:4]. The yield is 0.860.